This data is from Reaction yield outcomes from USPTO patents with 853,638 reactions. The task is: Predict the reaction yield, written as a fraction of the theoretical maximum amount of product (1.0 means a 100% yield; for example, 0.34 means a 34% yield). (1) The reactants are Br[CH2:2]/[CH:3]=[CH:4]/[C:5]([NH:7][C:8]1[CH:9]=[C:10]2[C:15](=[CH:16][C:17]=1[O:18][CH3:19])[N:14]=[CH:13][N:12]=[C:11]2[NH:20][C:21]1[CH:26]=[CH:25][C:24]([Cl:27])=[C:23]([Cl:28])[C:22]=1[F:29])=[O:6].Cl.[O:31]1[C@H:36]2[CH2:37][NH:38][CH2:39][C@H:35]2[O:34][CH2:33][CH2:32]1.CCN(C(C)C)C(C)C. The catalyst is CC(N(C)C)=O. The product is [Cl:28][C:23]1[C:22]([F:29])=[C:21]([NH:20][C:11]2[C:10]3[C:15](=[CH:16][C:17]([O:18][CH3:19])=[C:8]([NH:7][C:5](=[O:6])/[CH:4]=[CH:3]/[CH2:2][N:38]4[CH2:37][C@H:36]5[O:31][CH2:32][CH2:33][O:34][C@H:35]5[CH2:39]4)[CH:9]=3)[N:14]=[CH:13][N:12]=2)[CH:26]=[CH:25][C:24]=1[Cl:27]. The yield is 0.211. (2) The reactants are [CH3:1][O:2][C:3]1[CH:8]=[CH:7][C:6](B(O)O)=[CH:5][C:4]=1[C:12]([F:15])([F:14])[F:13].[F:16][C:17]1[CH:18]=[C:19]([CH:29]([NH:31][C:32]([C:34]2[N:35]=[C:36](Cl)[O:37][CH:38]=2)=[O:33])[CH3:30])[CH:20]=[C:21]([F:28])[C:22]=1[NH:23][S:24]([CH3:27])(=[O:26])=[O:25].C([O-])([O-])=O.[Cs+].[Cs+]. The catalyst is Cl[Pd](Cl)([P](C1C=CC=CC=1)(C1C=CC=CC=1)C1C=CC=CC=1)[P](C1C=CC=CC=1)(C1C=CC=CC=1)C1C=CC=CC=1. The product is [F:28][C:21]1[CH:20]=[C:19]([CH:29]([NH:31][C:32]([C:34]2[N:35]=[C:36]([C:6]3[CH:7]=[CH:8][C:3]([O:2][CH3:1])=[C:4]([C:12]([F:15])([F:14])[F:13])[CH:5]=3)[O:37][CH:38]=2)=[O:33])[CH3:30])[CH:18]=[C:17]([F:16])[C:22]=1[NH:23][S:24]([CH3:27])(=[O:26])=[O:25]. The yield is 0.320. (3) The yield is 0.540. The product is [Br:1][C:2]1[CH:3]=[C:4]([CH:10]([OH:49])[CH2:11][NH:12][C:13]2[CH2:17][NH:16][C:15](=[O:25])[C:14]=2[C:26]2[NH:30][C:29]3[CH:38]=[C:39]([N:43]4[CH2:44][CH2:45][O:46][CH2:47][CH2:48]4)[CH:40]=[C:41]([CH3:42])[C:28]=3[N:27]=2)[CH:5]=[CH:6][C:7]=1[O:8][CH3:9]. No catalyst specified. The reactants are [Br:1][C:2]1[CH:3]=[C:4]([CH:10]([OH:49])[CH2:11][NH:12][C:13]2[CH2:17][N:16](S(C(F)(F)F)(=O)=O)[C:15](=[O:25])[C:14]=2[C:26]2[N:30](C(OC(C)(C)C)=O)[C:29]3[CH:38]=[C:39]([N:43]4[CH2:48][CH2:47][O:46][CH2:45][CH2:44]4)[CH:40]=[C:41]([CH3:42])[C:28]=3[N:27]=2)[CH:5]=[CH:6][C:7]=1[O:8][CH3:9].ClC1C=C([C@H](O)CNC2CNC(=O)C=2C2NC3C=C(N4CCOCC4)C=C(C)C=3N=2)C=CC=1. (4) The reactants are [Cl:1][C:2]1[CH:3]=[C:4]2[C:8](=[CH:9][CH:10]=1)[NH:7][CH:6]=[C:5]2[CH2:11][CH2:12][NH:13][C:14](=[O:23])[C:15]1[CH:20]=[CH:19][CH:18]=[C:17]([CH2:21]Cl)[CH:16]=1.[F:24][C:25]([F:36])([F:35])[C:26]1[CH:27]=[C:28](B(O)O)[CH:29]=[CH:30][CH:31]=1.C(=O)([O-])[O-].[Na+].[Na+].[I-].[Na+]. The catalyst is C(COC)OC.O.C1C=CC([P]([Pd]([P](C2C=CC=CC=2)(C2C=CC=CC=2)C2C=CC=CC=2)([P](C2C=CC=CC=2)(C2C=CC=CC=2)C2C=CC=CC=2)[P](C2C=CC=CC=2)(C2C=CC=CC=2)C2C=CC=CC=2)(C2C=CC=CC=2)C2C=CC=CC=2)=CC=1. The product is [Cl:1][C:2]1[CH:3]=[C:4]2[C:8](=[CH:9][CH:10]=1)[NH:7][CH:6]=[C:5]2[CH2:11][CH2:12][NH:13][C:14](=[O:23])[C:15]1[CH:20]=[CH:19][CH:18]=[C:17]([CH2:21][C:30]2[CH:29]=[CH:28][CH:27]=[C:26]([C:25]([F:36])([F:35])[F:24])[CH:31]=2)[CH:16]=1. The yield is 0.610.